This data is from Forward reaction prediction with 1.9M reactions from USPTO patents (1976-2016). The task is: Predict the product of the given reaction. Given the reactants [Br:1][C:2]1[C:3]([NH2:10])=[C:4](I)[C:5]([CH3:8])=[N:6][CH:7]=1.[C:11]([O:15][CH2:16][CH3:17])(=[O:14])[CH:12]=[CH2:13].C(N(CC)CC)C, predict the reaction product. The product is: [NH2:10][C:3]1[C:2]([Br:1])=[CH:7][N:6]=[C:5]([CH3:8])[C:4]=1/[CH:13]=[CH:12]/[C:11]([O:15][CH2:16][CH3:17])=[O:14].